Predict the reaction yield, written as a fraction of the theoretical maximum amount of product (1.0 means a 100% yield; for example, 0.34 means a 34% yield). From a dataset of Reaction yield outcomes from USPTO patents with 853,638 reactions. (1) The reactants are [CH3:1][O:2][CH2:3][CH2:4][O:5][C:6]1[CH:7]=[C:8]2[C:12](=[C:13]([NH:15][S:16]([C:19]3[CH:24]=[CH:23][CH:22]=[CH:21][N:20]=3)(=[O:18])=[O:17])[CH:14]=1)[NH:11][C:10]([C:25]([O:27][CH2:28][CH3:29])=[O:26])=[CH:9]2.Br[CH2:31][CH:32]1[CH2:34][CH2:33]1.C(=O)([O-])[O-].[K+].[K+].CN(C)C=O. The yield is 0.640. The product is [CH:32]1([CH2:31][N:15]([S:16]([C:19]2[CH:24]=[CH:23][CH:22]=[CH:21][N:20]=2)(=[O:17])=[O:18])[C:13]2[CH:14]=[C:6]([O:5][CH2:4][CH2:3][O:2][CH3:1])[CH:7]=[C:8]3[C:12]=2[NH:11][C:10]([C:25]([O:27][CH2:28][CH3:29])=[O:26])=[CH:9]3)[CH2:34][CH2:33]1. The catalyst is C(OCC)(=O)C.[Cl-].[Na+].O. (2) The reactants are [S:1]1[CH2:6][CH2:5][CH:4]([C:7]([OH:9])=O)[CH2:3][CH2:2]1.C(Cl)(=O)C([Cl:13])=O.CN(C)C=O. The catalyst is ClCCl. The product is [S:1]1[CH2:6][CH2:5][CH:4]([C:7]([Cl:13])=[O:9])[CH2:3][CH2:2]1. The yield is 0.930.